Dataset: NCI-60 drug combinations with 297,098 pairs across 59 cell lines. Task: Regression. Given two drug SMILES strings and cell line genomic features, predict the synergy score measuring deviation from expected non-interaction effect. (1) Drug 1: CCC1=C2CN3C(=CC4=C(C3=O)COC(=O)C4(CC)O)C2=NC5=C1C=C(C=C5)O. Drug 2: CC1C(C(CC(O1)OC2CC(OC(C2O)C)OC3=CC4=CC5=C(C(=O)C(C(C5)C(C(=O)C(C(C)O)O)OC)OC6CC(C(C(O6)C)O)OC7CC(C(C(O7)C)O)OC8CC(C(C(O8)C)O)(C)O)C(=C4C(=C3C)O)O)O)O. Cell line: SNB-75. Synergy scores: CSS=43.1, Synergy_ZIP=-3.11, Synergy_Bliss=-1.31, Synergy_Loewe=-3.11, Synergy_HSA=-1.38. (2) Drug 1: CCC1=C2CN3C(=CC4=C(C3=O)COC(=O)C4(CC)O)C2=NC5=C1C=C(C=C5)O. Drug 2: CN(C(=O)NC(C=O)C(C(C(CO)O)O)O)N=O. Cell line: COLO 205. Synergy scores: CSS=32.9, Synergy_ZIP=-10.0, Synergy_Bliss=-3.19, Synergy_Loewe=-80.8, Synergy_HSA=-3.38. (3) Drug 1: CNC(=O)C1=CC=CC=C1SC2=CC3=C(C=C2)C(=NN3)C=CC4=CC=CC=N4. Drug 2: CN(C)C1=NC(=NC(=N1)N(C)C)N(C)C. Cell line: MCF7. Synergy scores: CSS=-5.71, Synergy_ZIP=0.169, Synergy_Bliss=-3.57, Synergy_Loewe=-12.9, Synergy_HSA=-6.85.